Predict the reaction yield, written as a fraction of the theoretical maximum amount of product (1.0 means a 100% yield; for example, 0.34 means a 34% yield). From a dataset of Reaction yield outcomes from USPTO patents with 853,638 reactions. The reactants are FC(F)(F)C(O)=O.[F:8][C:9]1[C:14]([C:15]([C:17]2[N:18]=[CH:19][N:20](C(C3C=CC=CC=3)(C3C=CC=CC=3)C3C=CC=CC=3)[CH:21]=2)=[O:16])=[CH:13][CH:12]=[CH:11][N:10]=1. No catalyst specified. The product is [F:8][C:9]1[C:14]([C:15]([C:17]2[N:18]=[CH:19][NH:20][CH:21]=2)=[O:16])=[CH:13][CH:12]=[CH:11][N:10]=1. The yield is 0.510.